From a dataset of Catalyst prediction with 721,799 reactions and 888 catalyst types from USPTO. Predict which catalyst facilitates the given reaction. (1) Reactant: [I:1][C:2]1[CH:3]=[N:4][NH:5][CH:6]=1.[H-].[Na+].[C:9]([O:13][C:14]([N:16]1[CH2:21][CH2:20][CH:19](OS(C)(=O)=O)[CH2:18][CH2:17]1)=[O:15])([CH3:12])([CH3:11])[CH3:10]. Product: [C:9]([O:13][C:14]([N:16]1[CH2:21][CH2:20][CH:19]([N:4]2[CH:3]=[C:2]([I:1])[CH:6]=[N:5]2)[CH2:18][CH2:17]1)=[O:15])([CH3:12])([CH3:10])[CH3:11]. The catalyst class is: 9. (2) Product: [Br:16][C:17]1[CH:22]=[C:21]([N:7]2[CH2:6][C@@H:5]3[CH2:1][N:2]([C:9]([O:11][C:12]([CH3:15])([CH3:14])[CH3:13])=[O:10])[CH2:3][C@@H:4]3[CH2:8]2)[CH:20]=[N:19][CH:18]=1. The catalyst class is: 187. Reactant: [CH2:1]1[C@@H:5]2[CH2:6][NH:7][CH2:8][C@@H:4]2[CH2:3][N:2]1[C:9]([O:11][C:12]([CH3:15])([CH3:14])[CH3:13])=[O:10].[Br:16][C:17]1[CH:18]=[N:19][CH:20]=[C:21](Br)[CH:22]=1.CC(C)([O-])C.[Na+]. (3) Product: [F:17][CH:13]([F:18])[O:1][C:2]1[CH:3]=[C:4]([C:8]([O:10][CH3:11])=[O:9])[CH:5]=[N:6][CH:7]=1. Reactant: [OH:1][C:2]1[CH:3]=[C:4]([C:8]([O:10][CH3:11])=[O:9])[CH:5]=[N:6][CH:7]=1.Cl[C:13]([F:18])([F:17])C([O-])=O.[Na+].C(=O)([O-])[O-].[K+].[K+].[Cl-].[NH4+]. The catalyst class is: 10. (4) Reactant: C(OC([NH:8][C@H:9]([CH2:31][C:32]1[CH:37]=[CH:36][C:35]([Cl:38])=[CH:34][CH:33]=1)[C:10]([N:12]1[CH2:17][CH2:16][N:15]([C:18]2[C:23]([C:24]([O:26][CH3:27])=[O:25])=[CH:22][N:21]=[C:20]3[NH:28][CH:29]=[CH:30][C:19]=23)[CH2:14][CH2:13]1)=[O:11])=O)(C)(C)C.C(O)(C(F)(F)F)=O. Product: [NH2:8][C@H:9]([CH2:31][C:32]1[CH:33]=[CH:34][C:35]([Cl:38])=[CH:36][CH:37]=1)[C:10]([N:12]1[CH2:13][CH2:14][N:15]([C:18]2[C:23]([C:24]([O:26][CH3:27])=[O:25])=[CH:22][N:21]=[C:20]3[NH:28][CH:29]=[CH:30][C:19]=23)[CH2:16][CH2:17]1)=[O:11]. The catalyst class is: 2. (5) Reactant: COC[O:4][C:5]1[CH:6]=[N:7][CH:8]=[CH:9][C:10]=1[CH:11]=[O:12].Cl.C([O-])([O-])=O.[K+].[K+]. Product: [OH:4][C:5]1[CH:6]=[N:7][CH:8]=[CH:9][C:10]=1[CH:11]=[O:12]. The catalyst class is: 1. (6) Reactant: [N:1]1[CH:6]=[CH:5][C:4]([C:7]2[C:15]3[C:10](=[CH:11][CH:12]=[C:13]([C:16](O)=[O:17])[CH:14]=3)[N:9]([C:19]([C:32]3[CH:37]=[CH:36][CH:35]=[CH:34][CH:33]=3)([C:26]3[CH:31]=[CH:30][CH:29]=[CH:28][CH:27]=3)[C:20]3[CH:25]=[CH:24][CH:23]=[CH:22][CH:21]=3)[N:8]=2)=[CH:3][CH:2]=1.C1C=CC2N(O)N=NC=2C=1.C(Cl)CCl.CCN(C(C)C)C(C)C.[NH2:61][C@@H:62]1[CH2:67][CH2:66][CH2:65][N:64]([CH2:68][C:69]2[CH:76]=[CH:75][CH:74]=[CH:73][C:70]=2[C:71]#[N:72])[CH2:63]1. Product: [C:71]([C:70]1[CH:73]=[CH:74][CH:75]=[CH:76][C:69]=1[CH2:68][N:64]1[CH2:65][CH2:66][CH2:67][C@@H:62]([NH:61][C:16]([C:13]2[CH:14]=[C:15]3[C:10](=[CH:11][CH:12]=2)[N:9]([C:19]([C:20]2[CH:21]=[CH:22][CH:23]=[CH:24][CH:25]=2)([C:26]2[CH:31]=[CH:30][CH:29]=[CH:28][CH:27]=2)[C:32]2[CH:33]=[CH:34][CH:35]=[CH:36][CH:37]=2)[N:8]=[C:7]3[C:4]2[CH:3]=[CH:2][N:1]=[CH:6][CH:5]=2)=[O:17])[CH2:63]1)#[N:72]. The catalyst class is: 3. (7) Reactant: [OH:1][C:2]1[CH:7]=[C:6]([O:8][CH2:9][CH2:10][O:11][CH3:12])[CH:5]=[CH:4][C:3]=1/[CH:13]=[CH:14]/[C:15]([O:17][CH2:18][CH3:19])=[O:16].[CH2:20](Br)[CH:21]1[O:25][CH2:24][CH2:23][CH2:22]1.[I-].[Na+].C(=O)([O-])[O-].[K+].[K+]. Product: [CH3:12][O:11][CH2:10][CH2:9][O:8][C:6]1[CH:5]=[CH:4][C:3](/[CH:13]=[CH:14]/[C:15]([O:17][CH2:18][CH3:19])=[O:16])=[C:2]([O:1][CH2:20][CH:21]2[CH2:22][CH2:23][CH2:24][O:25]2)[CH:7]=1. The catalyst class is: 35. (8) Reactant: [CH2:1]1[C:9]2[C:4](=[CH:5][C:6]([CH:10]=O)=[CH:7][CH:8]=2)[CH2:3][CH2:2]1.Cl.[NH2:13][OH:14].C([O-])(=O)C.[Na+]. Product: [CH2:1]1[C:9]2[C:4](=[CH:5][C:6]([CH:10]=[N:13][OH:14])=[CH:7][CH:8]=2)[CH2:3][CH2:2]1. The catalyst class is: 97.